From a dataset of Full USPTO retrosynthesis dataset with 1.9M reactions from patents (1976-2016). Predict the reactants needed to synthesize the given product. Given the product [Cl:25][C:26]1[N:31]=[C:30]([CH3:32])[C:29]([C:33]([N:60]2[CH2:61][CH2:62][N:57]([S:54]([C:53]3[CH:52]=[CH:51][C:48]([C:49]#[N:50])=[CH:47][C:46]=3[CH3:45])(=[O:56])=[O:55])[CH2:58][C@@H:59]2[CH3:63])=[O:35])=[CH:28][CH:27]=1, predict the reactants needed to synthesize it. The reactants are: CN(C(ON1N=NC2C=CC=NC1=2)=[N+](C)C)C.F[P-](F)(F)(F)(F)F.[Cl:25][C:26]1[N:31]=[C:30]([CH3:32])[C:29]([C:33]([OH:35])=O)=[CH:28][CH:27]=1.CCN(C(C)C)C(C)C.[CH3:45][C:46]1[CH:47]=[C:48]([CH:51]=[CH:52][C:53]=1[S:54]([N:57]1[CH2:62][CH2:61][NH:60][C@@H:59]([CH3:63])[CH2:58]1)(=[O:56])=[O:55])[C:49]#[N:50].